From a dataset of Catalyst prediction with 721,799 reactions and 888 catalyst types from USPTO. Predict which catalyst facilitates the given reaction. (1) Reactant: O.[F:2][C:3]1[CH:8]=[CH:7][CH:6]=[CH:5][C:4]=1[C:9](=[O:11])[CH3:10].[N+:12]([O-])([OH:14])=[O:13]. Product: [F:2][C:3]1[CH:8]=[CH:7][C:6]([N+:12]([O-:14])=[O:13])=[CH:5][C:4]=1[C:9](=[O:11])[CH3:10]. The catalyst class is: 65. (2) Reactant: [F:1][C:2]1[CH:11]=[C:10]2[C:5]([CH:6]=[CH:7][N:8]([C:13]3[CH:18]=[CH:17][C:16]([N+:19]([O-:21])=[O:20])=[CH:15][CH:14]=3)[C:9]2=[O:12])=[CH:4][C:3]=1[O:22]C.B(Br)(Br)Br. Product: [F:1][C:2]1[CH:11]=[C:10]2[C:5]([CH:6]=[CH:7][N:8]([C:13]3[CH:14]=[CH:15][C:16]([N+:19]([O-:21])=[O:20])=[CH:17][CH:18]=3)[C:9]2=[O:12])=[CH:4][C:3]=1[OH:22]. The catalyst class is: 4. (3) Product: [Br:1][C:2]1[C:6]([Br:7])=[C:5]([Br:8])[N:4]([CH2:16][C:17](=[O:19])[CH3:18])[N:3]=1. The catalyst class is: 21. Reactant: [Br:1][C:2]1[C:6]([Br:7])=[C:5]([Br:8])[NH:4][N:3]=1.C([O-])([O-])=O.[K+].[K+].Cl[CH2:16][C:17](=[O:19])[CH3:18]. (4) Reactant: [F:1][C:2]([F:7])([F:6])[C:3]([O-:5])=[O:4].[F:8][C:9]([F:14])([F:13])[C:10]([O-:12])=[O:11].[NH3+:15][C@H:16]([C:25]1[NH2+:26][C:27]([C:30]2[CH:35]=[CH:34][CH:33]=[CH:32][CH:31]=2)=[CH:28][N:29]=1)[CH2:17][CH2:18][CH2:19][CH2:20][CH2:21][C:22](=[O:24])[CH3:23].CCN(CC)CC.[Cl-].Cl[S:45]([N:48]([CH3:54])[CH2:49][CH2:50][NH+:51]([CH3:53])[CH3:52])(=[O:47])=[O:46]. Product: [F:1][C:2]([F:7])([F:6])[C:3]([O-:5])=[O:4].[F:8][C:9]([F:14])([F:13])[C:10]([O-:12])=[O:11].[CH3:52][NH+:51]([CH3:53])[CH2:50][CH2:49][N:48]([CH3:54])[S:45]([NH:15][C@H:16]([C:25]1[NH2+:26][C:27]([C:30]2[CH:35]=[CH:34][CH:33]=[CH:32][CH:31]=2)=[CH:28][N:29]=1)[CH2:17][CH2:18][CH2:19][CH2:20][CH2:21][C:22](=[O:24])[CH3:23])(=[O:47])=[O:46]. The catalyst class is: 2. (5) Reactant: [O:1]1[C:5]2[CH:6]=[C:7]([C@@H:10]([OH:21])[C@H:11]([NH:13]C(=O)OC(C)(C)C)[CH3:12])[CH:8]=[CH:9][C:4]=2[CH2:3][CH2:2]1.[ClH:22]. Product: [NH2:13][C@H:11]([CH3:12])[C@@H:10]([C:7]1[CH:8]=[CH:9][C:4]2[CH2:3][CH2:2][O:1][C:5]=2[CH:6]=1)[OH:21].[ClH:22]. The catalyst class is: 25. (6) Reactant: O1CCOCCOCCOCCOCCOCC1.CC(C)([O-])C.[K+].[N+:25]([C:28]1[CH:29]=[C:30]2[C:34](=[CH:35][CH:36]=1)[NH:33][C:32]([C:37]([O:39][CH2:40][CH3:41])=[O:38])=[CH:31]2)([O-:27])=[O:26].[F:42][C:43]1[CH:50]=[C:49]([F:51])[CH:48]=[CH:47][C:44]=1[CH2:45]Br. Product: [F:42][C:43]1[CH:50]=[C:49]([F:51])[CH:48]=[CH:47][C:44]=1[CH2:45][N:33]1[C:34]2[C:30](=[CH:29][C:28]([N+:25]([O-:27])=[O:26])=[CH:36][CH:35]=2)[CH:31]=[C:32]1[C:37]([O:39][CH2:40][CH3:41])=[O:38]. The catalyst class is: 1. (7) Reactant: Br[C:2]1[C:3]([NH2:9])=[N:4][C:5]([CH3:8])=[CH:6][CH:7]=1.[CH3:10][O:11][C:12]1[C:17]([O:18][CH3:19])=[CH:16][CH:15]=[CH:14][C:13]=1B(O)O.C(=O)([O-])[O-].[Na+].[Na+]. Product: [CH3:10][O:11][C:12]1[C:17]([O:18][CH3:19])=[CH:16][CH:15]=[CH:14][C:13]=1[C:2]1[C:3]([NH2:9])=[N:4][C:5]([CH3:8])=[CH:6][CH:7]=1. The catalyst class is: 108. (8) Reactant: [NH:1]1[C:11]2[C:6](=[CH:7][CH:8]=[CH:9][CH:10]=2)[C:4](=[O:5])[C:2]1=[O:3].C(=O)([O-])[O-].[K+].[K+].Br[CH2:19][C:20]([O:22][C:23]([CH3:26])([CH3:25])[CH3:24])=[O:21]. Product: [O:3]=[C:2]1[C:4](=[O:5])[C:6]2[C:11](=[CH:10][CH:9]=[CH:8][CH:7]=2)[N:1]1[CH2:19][C:20]([O:22][C:23]([CH3:26])([CH3:25])[CH3:24])=[O:21]. The catalyst class is: 3. (9) Reactant: C[O:2][C:3](=[O:15])[C:4]1[CH:9]=[C:8]([O:10][CH3:11])[C:7]([O:12][CH3:13])=[CH:6][C:5]=1[Br:14].O.[NH2:17][NH2:18]. Product: [Br:14][C:5]1[CH:6]=[C:7]([O:12][CH3:13])[C:8]([O:10][CH3:11])=[CH:9][C:4]=1[C:3]([O:2][NH:17][NH2:18])=[O:15]. The catalyst class is: 14.